Dataset: Full USPTO retrosynthesis dataset with 1.9M reactions from patents (1976-2016). Task: Predict the reactants needed to synthesize the given product. The reactants are: Cl[C:2]1[N:7]=[CH:6][C:5]2[O:8][C:9]3[C:14]([C@@:15]4([CH2:20][CH2:19][S:18][C:17]([NH2:21])=[N:16]4)[C:4]=2[CH:3]=1)=[CH:13][C:12]([NH2:22])=[CH:11][CH:10]=3.O.[O-]P([O-])([O-])=O.[K+].[K+].[K+].[O:32]1[CH2:37][CH2:36][CH:35]=[C:34](B2OC(C)(C)C(C)(C)O2)[CH2:33]1.O. Given the product [O:32]1[CH2:37][CH2:36][CH:35]=[C:34]([C:2]2[N:7]=[CH:6][C:5]3[O:8][C:9]4[C:14]([C@@:15]5([CH2:20][CH2:19][S:18][C:17]([NH2:21])=[N:16]5)[C:4]=3[CH:3]=2)=[CH:13][C:12]([NH2:22])=[CH:11][CH:10]=4)[CH2:33]1, predict the reactants needed to synthesize it.